Dataset: Reaction yield outcomes from USPTO patents with 853,638 reactions. Task: Predict the reaction yield, written as a fraction of the theoretical maximum amount of product (1.0 means a 100% yield; for example, 0.34 means a 34% yield). (1) The reactants are [Br:1][C:2]1[CH:16]=[C:15](/[CH:17]=[CH:18]/[CH:19]([C:24]2[CH:29]=[C:28]([Cl:30])[C:27]([Cl:31])=[C:26]([Cl:32])[CH:25]=2)[C:20]([F:23])([F:22])[F:21])[CH:14]=[CH:13][C:3]=1[C:4]([NH:6][CH:7]1[CH2:12][CH2:11][NH:10][CH2:9][CH2:8]1)=[O:5].[O:33]1[CH2:36][C:35](=O)[CH2:34]1.C(O)(=O)C.[BH3-]C#N.[Na+]. The catalyst is CO.C(OCC)(=O)C. The product is [Br:1][C:2]1[CH:16]=[C:15](/[CH:17]=[CH:18]/[CH:19]([C:24]2[CH:25]=[C:26]([Cl:32])[C:27]([Cl:31])=[C:28]([Cl:30])[CH:29]=2)[C:20]([F:23])([F:21])[F:22])[CH:14]=[CH:13][C:3]=1[C:4]([NH:6][CH:7]1[CH2:12][CH2:11][N:10]([CH:35]2[CH2:36][O:33][CH2:34]2)[CH2:9][CH2:8]1)=[O:5]. The yield is 0.230. (2) The product is [Cl:1][C:2]1[CH:3]=[C:4]2[C:9](=[CH:10][N:11]=1)[C:8](=[O:19])[N:7]([C:12]([O:14][C:15]([CH3:18])([CH3:17])[CH3:16])=[O:13])[CH2:6][CH2:5]2. The reactants are [Cl:1][C:2]1[CH:3]=[C:4]2[C:9](=[CH:10][N:11]=1)[CH2:8][N:7]([C:12]([O:14][C:15]([CH3:18])([CH3:17])[CH3:16])=[O:13])[CH2:6][CH2:5]2.[OH2:19]. The catalyst is C(Cl)Cl.CC#N. The yield is 0.710.